Dataset: Full USPTO retrosynthesis dataset with 1.9M reactions from patents (1976-2016). Task: Predict the reactants needed to synthesize the given product. (1) Given the product [CH3:1][O:2][C:3](=[O:31])[CH:4]([C:9]1[CH:10]=[C:11]([C:36]2[CH:35]=[CH:34][C:33]([Cl:32])=[C:38]([C:39]([F:42])([F:41])[F:40])[CH:37]=2)[CH:12]=[C:13]([O:15][S:16]([C:19]([F:22])([F:20])[F:21])(=[O:17])=[O:18])[CH:14]=1)[CH2:5][CH:6]([CH3:7])[CH3:8], predict the reactants needed to synthesize it. The reactants are: [CH3:1][O:2][C:3](=[O:31])[CH:4]([C:9]1[CH:14]=[C:13]([O:15][S:16]([C:19]([F:22])([F:21])[F:20])(=[O:18])=[O:17])[CH:12]=[C:11](OCC2C=CC=CC=2)[CH:10]=1)[CH2:5][C:6]([CH3:8])=[CH2:7].[Cl:32][C:33]1[C:38]([C:39]([F:42])([F:41])[F:40])=[CH:37][C:36](B(O)O)=[CH:35][CH:34]=1. (2) Given the product [F:20][C:19]([F:21])([F:22])[C:15]1[CH:14]=[C:13]([S:10]([N:8]2[CH2:7][CH2:6][N:5]3[C:23](=[O:24])[CH:2]([O:1][C:28]4[CH:33]=[CH:32][C:31]([C:34]([F:37])([F:36])[F:35])=[CH:30][N:29]=4)[CH2:3][CH:4]3[CH2:9]2)(=[O:12])=[O:11])[CH:18]=[CH:17][CH:16]=1, predict the reactants needed to synthesize it. The reactants are: [OH:1][CH:2]1[C:23](=[O:24])[N:5]2[CH2:6][CH2:7][N:8]([S:10]([C:13]3[CH:18]=[CH:17][CH:16]=[C:15]([C:19]([F:22])([F:21])[F:20])[CH:14]=3)(=[O:12])=[O:11])[CH2:9][CH:4]2[CH2:3]1.[H-].[Na+].Br[C:28]1[CH:33]=[CH:32][C:31]([C:34]([F:37])([F:36])[F:35])=[CH:30][N:29]=1. (3) Given the product [Br:1][C:2]1[CH:11]=[CH:10][C:9]2[N:8]=[CH:7][C:6]3[N:12]([CH3:24])[C:13](=[O:22])[N:14]([C:15]4[CH:20]=[CH:19][C:18]([F:21])=[CH:17][CH:16]=4)[C:5]=3[C:4]=2[CH:3]=1, predict the reactants needed to synthesize it. The reactants are: [Br:1][C:2]1[CH:11]=[CH:10][C:9]2[N:8]=[CH:7][C:6]3[NH:12][C:13](=[O:22])[N:14]([C:15]4[CH:20]=[CH:19][C:18]([F:21])=[CH:17][CH:16]=4)[C:5]=3[C:4]=2[CH:3]=1.I[CH3:24].[OH-].[Na+]. (4) Given the product [Cl:9][C:4]1[N:3]=[C:2]2[S:14][C:13]([SH:15])=[N:8][C:7]2=[CH:6][CH:5]=1, predict the reactants needed to synthesize it. The reactants are: Cl[C:2]1[C:7]([NH2:8])=[CH:6][CH:5]=[C:4]([Cl:9])[N:3]=1.C(O[C:13](=[S:15])[S-:14])C.[K+].CN1C(=O)CCC1.O. (5) Given the product [Cl:1][C:2]1[CH:22]=[CH:21][C:20]([Cl:23])=[CH:19][C:3]=1[CH2:4][N:5]1[C:9]([CH:10]=[O:11])=[C:8]([C:24]2[CH:29]=[CH:28][CH:27]=[CH:26][CH:25]=2)[N:7]=[C:6]1[C:13]1[CH:14]=[N:15][CH:16]=[CH:17][CH:18]=1, predict the reactants needed to synthesize it. The reactants are: [Cl:1][C:2]1[CH:22]=[CH:21][C:20]([Cl:23])=[CH:19][C:3]=1[CH2:4][N:5]1[C:9]([CH:10]=[O:11])=[C:8](I)[N:7]=[C:6]1[C:13]1[CH:14]=[N:15][CH:16]=[CH:17][CH:18]=1.[C:24]1(B(O)O)[CH:29]=[CH:28][CH:27]=[CH:26][CH:25]=1.C(=O)([O-])[O-].[Cs+].[Cs+].